This data is from Full USPTO retrosynthesis dataset with 1.9M reactions from patents (1976-2016). The task is: Predict the reactants needed to synthesize the given product. (1) Given the product [F:48][C:42]1[C:43]([F:47])=[CH:44][CH:45]=[CH:46][C:41]=1[NH:40][C:38](=[O:39])[CH2:37][C:35]1[NH:34][N:33]=[C:32]([NH:31][C:25]2[C:24]3[C:29](=[CH:30][C:21]([O:20][CH2:19][CH2:18][CH2:17][N:16]([CH:49]4[CH2:50][CH2:51][CH2:52][CH2:53]4)[CH2:15][CH2:14][OH:13])=[CH:22][CH:23]=3)[N:28]=[CH:27][N:26]=2)[CH:36]=1, predict the reactants needed to synthesize it. The reactants are: P([O:13][CH2:14][CH2:15][N:16]([CH:49]1[CH2:53][CH2:52][CH2:51][CH2:50]1)[CH2:17][CH2:18][CH2:19][O:20][C:21]1[CH:30]=[C:29]2[C:24]([C:25]([NH:31][C:32]3[CH:36]=[C:35]([CH2:37][C:38]([NH:40][C:41]4[CH:46]=[CH:45][CH:44]=[C:43]([F:47])[C:42]=4[F:48])=[O:39])[NH:34][N:33]=3)=[N:26][CH:27]=[N:28]2)=[CH:23][CH:22]=1)(OC(C)(C)C)(OC(C)(C)C)=O.C1(NCCO)CCCC1. (2) Given the product [F:1][C:2]1[CH:7]=[CH:6][C:5]([F:8])=[CH:4][C:3]=1[C@H:9]1[CH2:13][CH2:12][CH2:11][N:10]1[C:14]1[CH:19]=[CH:18][N:17]2[N:20]=[CH:21][C:22]([NH:23][C:29]([N:31]3[CH2:32][CH2:33][O:39][CH2:38][CH2:35]3)=[O:30])=[C:16]2[N:15]=1, predict the reactants needed to synthesize it. The reactants are: [F:1][C:2]1[CH:7]=[CH:6][C:5]([F:8])=[CH:4][C:3]=1[C@H:9]1[CH2:13][CH2:12][CH2:11][N:10]1[C:14]1[CH:19]=[CH:18][N:17]2[N:20]=[CH:21][C:22]([NH2:23])=[C:16]2[N:15]=1.C1N=CN([C:29]([N:31]2[CH:35]=N[CH:33]=[CH:32]2)=[O:30])C=1.N1CC[O:39][CH2:38]C1.